From a dataset of Peptide-MHC class II binding affinity with 134,281 pairs from IEDB. Regression. Given a peptide amino acid sequence and an MHC pseudo amino acid sequence, predict their binding affinity value. This is MHC class II binding data. (1) The peptide sequence is LIDDVIAILPVDELY. The MHC is DRB5_0101 with pseudo-sequence DRB5_0101. The binding affinity (normalized) is 0.0791. (2) The peptide sequence is NKSLGACPIRTQPRWNYYDSFSAVSEDNLGF. The MHC is DRB1_0101 with pseudo-sequence DRB1_0101. The binding affinity (normalized) is 0.633. (3) The peptide sequence is RNITGTSSTPEAVSL. The MHC is HLA-DQA10101-DQB10501 with pseudo-sequence HLA-DQA10101-DQB10501. The binding affinity (normalized) is 0.0798. (4) The peptide sequence is YDKFLANVSTFLTGK. The MHC is DRB1_0404 with pseudo-sequence DRB1_0404. The binding affinity (normalized) is 0.812. (5) The peptide sequence is SADFPQFKPEEITGI. The MHC is DRB1_1302 with pseudo-sequence DRB1_1302. The binding affinity (normalized) is 0.186. (6) The peptide sequence is HYPLHLRYYRITYGE. The MHC is HLA-DPA10301-DPB10402 with pseudo-sequence HLA-DPA10301-DPB10402. The binding affinity (normalized) is 0.372. (7) The peptide sequence is ENALSLLDKIYTSPLC. The MHC is DRB5_0101 with pseudo-sequence DRB5_0101. The binding affinity (normalized) is 0.0206.